This data is from Catalyst prediction with 721,799 reactions and 888 catalyst types from USPTO. The task is: Predict which catalyst facilitates the given reaction. Reactant: [C:1]([N:4]1[C:12]2[C:7](=[CH:8][C:9]([N:13]([C:23](=O)C)[S:14]([C:17]3[CH:22]=[CH:21][CH:20]=[CH:19][CH:18]=3)(=[O:16])=[O:15])=[CH:10][CH:11]=2)[C:6](=[C:26]([O:33][CH2:34][CH3:35])[C:27]2[CH:32]=[CH:31][CH:30]=[CH:29][CH:28]=2)[C:5]1=[O:36])(=[O:3])[CH3:2].CC(C)([O-])C.[K+].IC.O. Product: [C:1]([N:4]1[C:12]2[C:7](=[CH:8][C:9]([N:13]([CH3:23])[S:14]([C:17]3[CH:22]=[CH:21][CH:20]=[CH:19][CH:18]=3)(=[O:16])=[O:15])=[CH:10][CH:11]=2)/[C:6](=[C:26](/[O:33][CH2:34][CH3:35])\[C:27]2[CH:32]=[CH:31][CH:30]=[CH:29][CH:28]=2)/[C:5]1=[O:36])(=[O:3])[CH3:2]. The catalyst class is: 16.